From a dataset of Catalyst prediction with 721,799 reactions and 888 catalyst types from USPTO. Predict which catalyst facilitates the given reaction. (1) Reactant: [CH3:1][C:2]1[CH:7]=[CH:6][C:5]([C:8]2[O:12][N:11]=[CH:10][C:9]=2[C:13]([OH:15])=O)=[CH:4][CH:3]=1.CN(C(ON1N=NC2C=CC=CC1=2)=[N+](C)C)C.[B-](F)(F)(F)F.C(N(C(C)C)C(C)C)C.Cl.[F:48][C:49]1[CH:54]=[CH:53][C:52]([C:55]2[CH2:56][NH:57][CH2:58][CH:59]=2)=[CH:51][CH:50]=1. Product: [F:48][C:49]1[CH:50]=[CH:51][C:52]([C:55]2[CH2:56][N:57]([C:13]([C:9]3[CH:10]=[N:11][O:12][C:8]=3[C:5]3[CH:4]=[CH:3][C:2]([CH3:1])=[CH:7][CH:6]=3)=[O:15])[CH2:58][CH:59]=2)=[CH:53][CH:54]=1. The catalyst class is: 3. (2) Reactant: [CH3:1][C:2]1[N:3]([CH2:19][C:20]2[CH:25]=[CH:24][C:23]([C@H:26]([CH3:32])[CH2:27][C:28]([O:30][CH3:31])=[O:29])=[CH:22][CH:21]=2)[C:4](=[O:18])[C:5]([C:9]2[CH:14]=[CH:13][C:12]([N+:15]([O-])=O)=[CH:11][CH:10]=2)=[C:6]([CH3:8])[N:7]=1.O.O.[Sn](Cl)Cl.C(=O)([O-])O.[Na+]. Product: [NH2:15][C:12]1[CH:11]=[CH:10][C:9]([C:5]2[C:4](=[O:18])[N:3]([CH2:19][C:20]3[CH:25]=[CH:24][C:23]([C@H:26]([CH3:32])[CH2:27][C:28]([O:30][CH3:31])=[O:29])=[CH:22][CH:21]=3)[C:2]([CH3:1])=[N:7][C:6]=2[CH3:8])=[CH:14][CH:13]=1. The catalyst class is: 162. (3) Reactant: [Cl-].[Al+3].[Cl-].[Cl-].[C:5]([C:9]1[CH:14]=[CH:13][CH:12]=[CH:11][CH:10]=1)([CH3:8])([CH3:7])[CH3:6].[Cl:15][CH2:16][CH2:17][C:18](Cl)=[O:19]. Product: [C:5]([C:9]1[CH:14]=[CH:13][C:12]([C:18](=[O:19])[CH2:17][CH2:16][Cl:15])=[CH:11][CH:10]=1)([CH3:8])([CH3:7])[CH3:6]. The catalyst class is: 4. (4) Reactant: [CH:1]1[CH:2]=[CH:3][C:4]2N(O)N=[N:7][C:5]=2C=1.[Cl:11][C:12]1[CH:17]=[CH:16][C:15]([C:18]2[N:19]=[C:20]([CH2:23][C:24]([OH:26])=O)[S:21][CH:22]=2)=[CH:14][CH:13]=1.Cl.C12CC1CNC2.C(Cl)CCl.C(N(CC)CC)C. Product: [CH:4]12[CH2:3][CH:2]1[CH2:1][N:7]([C:24](=[O:26])[CH2:23][C:20]1[S:21][CH:22]=[C:18]([C:15]3[CH:14]=[CH:13][C:12]([Cl:11])=[CH:17][CH:16]=3)[N:19]=1)[CH2:5]2. The catalyst class is: 3. (5) Reactant: CS(O)(=O)=O.[NH2:6][CH2:7][C:8]1[CH:9]=[C:10]2[C:14](=[CH:15][CH:16]=1)[C:13](=[O:17])[N:12]([CH:18]1[CH2:23][CH2:22][C:21](=[O:24])[NH:20][C:19]1=[O:25])[CH2:11]2.C1N=CN([C:31](N2C=NC=C2)=[O:32])C=1.[C:38]([O:42][C:43]([N:45]1[CH2:50][CH2:49][CH:48]([NH2:51])[CH2:47][CH2:46]1)=[O:44])([CH3:41])([CH3:40])[CH3:39]. Product: [C:38]([O:42][C:43]([N:45]1[CH2:50][CH2:49][CH:48]([NH:51][C:31]([NH:6][CH2:7][C:8]2[CH:9]=[C:10]3[C:14](=[CH:15][CH:16]=2)[C:13](=[O:17])[N:12]([CH:18]2[CH2:23][CH2:22][C:21](=[O:24])[NH:20][C:19]2=[O:25])[CH2:11]3)=[O:32])[CH2:47][CH2:46]1)=[O:44])([CH3:41])([CH3:39])[CH3:40]. The catalyst class is: 3. (6) Reactant: C(OC(=O)[NH:7][C@@H:8]1[CH2:12][CH2:11][N:10]([C:13]2[N:21]=[C:20]3[C:16]([N:17]=[CH:18][N:19]3[C@@H:22]3[CH2:26][C@H:25]([NH:27][C:28](=[O:31])[CH2:29][CH3:30])[C@@H:24]([OH:32])[C@H:23]3[OH:33])=[C:15]([NH:34][CH2:35][C:36]([C:45]3[CH:50]=[CH:49][C:48]([Cl:51])=[CH:47][CH:46]=3)([C:38]3[CH:43]=[CH:42][C:41]([Cl:44])=[CH:40][CH:39]=3)[OH:37])[N:14]=2)[CH2:9]1)(C)(C)C.Cl. Product: [NH2:7][C@@H:8]1[CH2:12][CH2:11][N:10]([C:13]2[N:21]=[C:20]3[C:16]([N:17]=[CH:18][N:19]3[C@@H:22]3[CH2:26][C@H:25]([NH:27][C:28](=[O:31])[CH2:29][CH3:30])[C@@H:24]([OH:32])[C@H:23]3[OH:33])=[C:15]([NH:34][CH2:35][C:36]([C:45]3[CH:50]=[CH:49][C:48]([Cl:51])=[CH:47][CH:46]=3)([C:38]3[CH:43]=[CH:42][C:41]([Cl:44])=[CH:40][CH:39]=3)[OH:37])[N:14]=2)[CH2:9]1. The catalyst class is: 71. (7) Reactant: S=[C:2]1[CH2:6][S:5][C:4](=[O:7])[NH:3]1.Cl.[O:9]1[CH:13]=[CH:12][C:11]([CH2:14][NH2:15])=[N:10]1.C(N(C(C)C)C(C)C)C. Product: [O:9]1[CH:13]=[CH:12][C:11]([CH2:14][NH:15][C:2]2[CH2:6][S:5][C:4](=[O:7])[N:3]=2)=[N:10]1. The catalyst class is: 8. (8) Reactant: [OH:1][C:2]1[CH:3]=[C:4]([C:9](=[O:12])[CH2:10][CH3:11])[CH:5]=[CH:6][C:7]=1[OH:8].[C:13]([O-])([O-])=O.[K+].[K+].CI. Product: [OH:1][C:2]1[CH:3]=[C:4]([C:9](=[O:12])[CH2:10][CH3:11])[CH:5]=[CH:6][C:7]=1[O:8][CH3:13]. The catalyst class is: 21.